From a dataset of Full USPTO retrosynthesis dataset with 1.9M reactions from patents (1976-2016). Predict the reactants needed to synthesize the given product. (1) Given the product [C:10]([C:5]1[CH:6]=[CH:7][CH:8]=[C:9]2[C:4]=1[CH:3]=[N:2][N:1]2[C:19]([O:21][C:22]([CH3:25])([CH3:24])[CH3:23])=[O:20])#[N:11], predict the reactants needed to synthesize it. The reactants are: [NH:1]1[C:9]2[CH:8]=[CH:7][CH:6]=[C:5]([C:10]#[N:11])[C:4]=2[CH:3]=[N:2]1.C(N(CC)CC)C.[C:19](O[C:19]([O:21][C:22]([CH3:25])([CH3:24])[CH3:23])=[O:20])([O:21][C:22]([CH3:25])([CH3:24])[CH3:23])=[O:20]. (2) Given the product [CH2:1]([O:3][C:4]([C:6]1[CH:10]=[C:9]([C:11]([OH:13])=[O:12])[N:8]([CH2:16][C:17](=[O:26])[NH:18][C:19]2[CH:24]=[CH:23][C:22]([Cl:25])=[CH:21][N:20]=2)[N:7]=1)=[O:5])[CH3:2], predict the reactants needed to synthesize it. The reactants are: [CH2:1]([O:3][C:4]([C:6]1[CH:10]=[C:9]([C:11]([O:13]CC)=[O:12])[N:8]([CH2:16][C:17](=[O:26])[NH:18][C:19]2[CH:24]=[CH:23][C:22]([Cl:25])=[CH:21][N:20]=2)[N:7]=1)=[O:5])[CH3:2].Cl. (3) Given the product [C:1]([O:5][C:6]([N:8]1[C@H:17]([C:18](=[O:33])[NH:19][C@H:20]([C:25]([O:27][CH:28]2[CH2:29][CH2:30][CH2:31][CH2:32]2)=[O:26])[CH2:21][CH:22]([CH3:24])[CH3:23])[CH2:16][C:15]2[C:10](=[CH:11][C:12]([NH2:34])=[CH:13][CH:14]=2)[CH2:9]1)=[O:7])([CH3:3])([CH3:4])[CH3:2], predict the reactants needed to synthesize it. The reactants are: [C:1]([O:5][C:6]([N:8]1[C@H:17]([C:18](=[O:33])[NH:19][C@H:20]([C:25]([O:27][CH:28]2[CH2:32][CH2:31][CH2:30][CH2:29]2)=[O:26])[CH2:21][CH:22]([CH3:24])[CH3:23])[CH2:16][C:15]2[C:10](=[CH:11][C:12]([N+:34]([O-])=O)=[CH:13][CH:14]=2)[CH2:9]1)=[O:7])([CH3:4])([CH3:3])[CH3:2]. (4) Given the product [NH2:1][C:2]1[N:3]=[CH:4][C:5]([C:14]2[CH:15]=[C:16]([CH:21]=[CH:22][CH:23]=2)[C:17]([OH:19])=[O:18])=[N:6][C:7]=1[C:8]([NH:10][CH:11]1[CH2:13][CH2:12]1)=[O:9], predict the reactants needed to synthesize it. The reactants are: [NH2:1][C:2]1[N:3]=[CH:4][C:5]([C:14]2[CH:15]=[C:16]([CH:21]=[CH:22][CH:23]=2)[C:17]([O:19]C)=[O:18])=[N:6][C:7]=1[C:8]([NH:10][CH:11]1[CH2:13][CH2:12]1)=[O:9].[OH-].[Na+].